This data is from HIV replication inhibition screening data with 41,000+ compounds from the AIDS Antiviral Screen. The task is: Binary Classification. Given a drug SMILES string, predict its activity (active/inactive) in a high-throughput screening assay against a specified biological target. The drug is Cc1ncc(CCl)c2c1OC(C)(C)OC2. The result is 0 (inactive).